From a dataset of Full USPTO retrosynthesis dataset with 1.9M reactions from patents (1976-2016). Predict the reactants needed to synthesize the given product. (1) The reactants are: [F-].C([N+](CCCC)(CCCC)CCCC)CCC.[Si]([O:26][CH2:27][C:28]1[N:33]=[C:32]([N:34]2[CH2:39][CH2:38][O:37][CH2:36][CH2:35]2)[CH:31]=[CH:30][CH:29]=1)(C(C)(C)C)(C)C.O. Given the product [N:34]1([C:32]2[N:33]=[C:28]([CH2:27][OH:26])[CH:29]=[CH:30][CH:31]=2)[CH2:35][CH2:36][O:37][CH2:38][CH2:39]1, predict the reactants needed to synthesize it. (2) Given the product [Cl:1][C:2]1[CH:3]=[CH:4][C:5]2[N:11]3[C:12]([CH3:15])=[N:13][N:14]=[C:10]3[CH:9]([CH2:16][CH2:17][N:18]3[N:22]=[N:21][C:20]([CH2:23][C:24]([OH:26])=[O:25])=[N:19]3)[O:8][CH:7]([C:29]3[CH:34]=[CH:33][CH:32]=[C:31]([O:35][CH3:36])[C:30]=3[O:37][CH3:38])[C:6]=2[CH:39]=1, predict the reactants needed to synthesize it. The reactants are: [Cl:1][C:2]1[CH:3]=[CH:4][C:5]2[N:11]3[C:12]([CH3:15])=[N:13][N:14]=[C:10]3[CH:9]([CH2:16][CH2:17][N:18]3[N:22]=[N:21][C:20]([CH2:23][C:24]([O:26]CC)=[O:25])=[N:19]3)[O:8][CH:7]([C:29]3[CH:34]=[CH:33][CH:32]=[C:31]([O:35][CH3:36])[C:30]=3[O:37][CH3:38])[C:6]=2[CH:39]=1.C(=O)([O-])[O-].[K+].[K+].O1CCCC1.Cl. (3) Given the product [CH:19]1([CH2:18][O:17][C:9]2[C:8]([C:5]3[CH:4]=[CH:3][C:2]([F:1])=[CH:7][CH:6]=3)=[CH:16][C:12]([C:13]([NH:22][C@@H:23]3[CH2:28][CH2:27][CH2:26][CH2:25][C@H:24]3[OH:29])=[O:15])=[CH:11][N:10]=2)[CH2:21][CH2:20]1, predict the reactants needed to synthesize it. The reactants are: [F:1][C:2]1[CH:7]=[CH:6][C:5]([C:8]2[C:9]([O:17][CH2:18][CH:19]3[CH2:21][CH2:20]3)=[N:10][CH:11]=[C:12]([CH:16]=2)[C:13]([OH:15])=O)=[CH:4][CH:3]=1.[NH2:22][C@@H:23]1[CH2:28][CH2:27][CH2:26][CH2:25][C@H:24]1[OH:29]. (4) The reactants are: [CH2:1]([N:3]1[CH:7]=[CH:6][C:5]([CH2:8][N:9]2[C:14]3[CH:15]=[C:16]([C:18]4[CH:23]=[CH:22][CH:21]=[CH:20][CH:19]=4)[S:17][C:13]=3[C:12](=[O:24])[N:11]([CH:25]3[CH2:30][CH2:29][N:28](C(OC(C)(C)C)=O)[CH2:27][CH2:26]3)[C:10]2=[O:38])=[N:4]1)[CH3:2].[F:39][C:40]([F:45])([F:44])[C:41]([OH:43])=[O:42]. Given the product [F:39][C:40]([F:45])([F:44])[C:41]([OH:43])=[O:42].[CH2:1]([N:3]1[CH:7]=[CH:6][C:5]([CH2:8][N:9]2[C:14]3[CH:15]=[C:16]([C:18]4[CH:23]=[CH:22][CH:21]=[CH:20][CH:19]=4)[S:17][C:13]=3[C:12](=[O:24])[N:11]([CH:25]3[CH2:26][CH2:27][NH:28][CH2:29][CH2:30]3)[C:10]2=[O:38])=[N:4]1)[CH3:2], predict the reactants needed to synthesize it. (5) The reactants are: [Cl:1][C:2]1[CH:17]=[C:16]([CH:18]=O)[CH:15]=[CH:14][C:3]=1[O:4][C:5]1[CH:6]=[CH:7][C:8]([C:11]([NH2:13])=[O:12])=[N:9][CH:10]=1.[N:20]1[CH:25]=[CH:24][CH:23]=[C:22]([CH2:26][CH2:27][NH2:28])[CH:21]=1. Given the product [Cl:1][C:2]1[CH:17]=[C:16]([CH2:18][NH:28][CH2:27][CH2:26][C:22]2[CH:21]=[N:20][CH:25]=[CH:24][CH:23]=2)[CH:15]=[CH:14][C:3]=1[O:4][C:5]1[CH:6]=[CH:7][C:8]([C:11]([NH2:13])=[O:12])=[N:9][CH:10]=1, predict the reactants needed to synthesize it. (6) Given the product [CH2:37]([N:44]1[C:48]2=[N:49][CH:50]=[N:51][C:52]([O:36][C@@H:25]([CH2:24][O:23][CH2:22][CH2:21][O:20][Si:3]([C:16]([CH3:19])([CH3:18])[CH3:17])([C:10]3[CH:11]=[CH:12][CH:13]=[CH:14][CH:15]=3)[C:4]3[CH:5]=[CH:6][CH:7]=[CH:8][CH:9]=3)[C:26]([NH:28][C:29]3[CH:34]=[CH:33][C:32]([CH3:35])=[CH:31][N:30]=3)=[O:27])=[C:47]2[CH:46]=[N:45]1)[C:38]1[CH:39]=[CH:40][CH:41]=[CH:42][CH:43]=1, predict the reactants needed to synthesize it. The reactants are: [H-].[Na+].[Si:3]([O:20][CH2:21][CH2:22][O:23][CH2:24][C@H:25]([OH:36])[C:26]([NH:28][C:29]1[CH:34]=[CH:33][C:32]([CH3:35])=[CH:31][N:30]=1)=[O:27])([C:16]([CH3:19])([CH3:18])[CH3:17])([C:10]1[CH:15]=[CH:14][CH:13]=[CH:12][CH:11]=1)[C:4]1[CH:9]=[CH:8][CH:7]=[CH:6][CH:5]=1.[CH2:37]([N:44]1[C:48]2=[N:49][CH:50]=[N:51][C:52](Cl)=[C:47]2[CH:46]=[N:45]1)[C:38]1[CH:43]=[CH:42][CH:41]=[CH:40][CH:39]=1.C(O)(=O)CC(CC(O)=O)(C(O)=O)O.